Dataset: Full USPTO retrosynthesis dataset with 1.9M reactions from patents (1976-2016). Task: Predict the reactants needed to synthesize the given product. The reactants are: [C:1]([O:7][C:8]([CH3:20])([CH:10]1[C:19]2[C:14](=[CH:15][CH:16]=[CH:17][CH:18]=2)[CH2:13][CH2:12][NH:11]1)[CH3:9])(=[O:6])[C:2]([CH3:5])([CH3:4])[CH3:3].[Cl:21][CH2:22][C:23](Cl)=[O:24]. Given the product [C:1]([O:7][C:8]([CH:10]1[C:19]2[C:14](=[CH:15][CH:16]=[CH:17][CH:18]=2)[CH2:13][CH2:12][N:11]1[C:23](=[O:24])[CH2:22][Cl:21])([CH3:20])[CH3:9])(=[O:6])[C:2]([CH3:5])([CH3:3])[CH3:4], predict the reactants needed to synthesize it.